From a dataset of Full USPTO retrosynthesis dataset with 1.9M reactions from patents (1976-2016). Predict the reactants needed to synthesize the given product. Given the product [C:16]([Si:13]([CH3:15])([CH3:14])[O:12][C:8]1([C:5]2[CH:6]=[CH:7][C:2]([B:28]3[O:29][C:30]([CH3:32])([CH3:31])[C:26]([CH3:42])([CH3:25])[O:27]3)=[CH:3][CH:4]=2)[CH2:11][O:10][CH2:9]1)([CH3:19])([CH3:18])[CH3:17], predict the reactants needed to synthesize it. The reactants are: Br[C:2]1[CH:7]=[CH:6][C:5]([C:8]2([O:12][Si:13]([C:16]([CH3:19])([CH3:18])[CH3:17])([CH3:15])[CH3:14])[CH2:11][O:10][CH2:9]2)=[CH:4][CH:3]=1.[Li]CCCC.[CH3:25][C:26]1([CH3:42])[C:30]([CH3:32])([CH3:31])[O:29][B:28]([B:28]2[O:29][C:30]([CH3:32])([CH3:31])[C:26]([CH3:42])([CH3:25])[O:27]2)[O:27]1.